Dataset: Peptide-MHC class II binding affinity with 134,281 pairs from IEDB. Task: Regression. Given a peptide amino acid sequence and an MHC pseudo amino acid sequence, predict their binding affinity value. This is MHC class II binding data. (1) The peptide sequence is WNFAGIEAAASAIQG. The MHC is DRB1_0404 with pseudo-sequence DRB1_0404. The binding affinity (normalized) is 0.465. (2) The peptide sequence is TLWQRPVVTIKIGGQLREAL. The MHC is HLA-DQA10401-DQB10402 with pseudo-sequence HLA-DQA10401-DQB10402. The binding affinity (normalized) is 0.0763.